From a dataset of Reaction yield outcomes from USPTO patents with 853,638 reactions. Predict the reaction yield, written as a fraction of the theoretical maximum amount of product (1.0 means a 100% yield; for example, 0.34 means a 34% yield). (1) The reactants are [NH2:1][C:2]1[C:10]([OH:11])=[CH:9][C:8]([Cl:12])=[CH:7][C:3]=1[C:4]([OH:6])=[O:5].CO[C:15](OC)(OC)[C:16]1[CH:21]=[CH:20][CH:19]=[CH:18][CH:17]=1.C1(C)C=CC(S([O-])(=O)=O)=CC=1.[NH+]1C=CC=CC=1. No catalyst specified. The product is [Cl:12][C:8]1[CH:9]=[C:10]2[O:11][C:15]([C:16]3[CH:21]=[CH:20][CH:19]=[CH:18][CH:17]=3)=[N:1][C:2]2=[C:3]([C:4]([OH:6])=[O:5])[CH:7]=1. The yield is 0.330. (2) The reactants are [Cl:1][C:2]1[N:7]=[C:6]([NH2:8])[C:5]([CH3:9])=[CH:4][N:3]=1.Br[C:11]1[CH:16]=[CH:15][CH:14]=[C:13]([C:17]([F:20])([F:19])[F:18])[C:12]=1[CH3:21].CC1(C)C2C(=C(P(C3C=CC=CC=3)C3C=CC=CC=3)C=CC=2)OC2C(P(C3C=CC=CC=3)C3C=CC=CC=3)=CC=CC1=2.C(=O)([O-])[O-].[Cs+].[Cs+]. The catalyst is O1CCOCC1.C1C=CC(/C=C/C(/C=C/C2C=CC=CC=2)=O)=CC=1.C1C=CC(/C=C/C(/C=C/C2C=CC=CC=2)=O)=CC=1.C1C=CC(/C=C/C(/C=C/C2C=CC=CC=2)=O)=CC=1.[Pd].[Pd]. The product is [Cl:1][C:2]1[N:7]=[C:6]([NH:8][C:11]2[CH:16]=[CH:15][CH:14]=[C:13]([C:17]([F:18])([F:20])[F:19])[C:12]=2[CH3:21])[C:5]([CH3:9])=[CH:4][N:3]=1. The yield is 0.250. (3) The reactants are CC(C)([O-])C.[Na+].[Cl:7][C:8]1[N:13]=[C:12]([C:14]2[C:22]3[C:17](=[CH:18][CH:19]=[CH:20][CH:21]=3)[NH:16][CH:15]=2)[C:11]([Cl:23])=[CH:10][N:9]=1.[C:24]1([S:30](Cl)(=[O:32])=[O:31])[CH:29]=[CH:28][CH:27]=[CH:26][CH:25]=1. The catalyst is CN(C=O)C. The product is [C:24]1([S:30]([N:16]2[C:17]3[C:22](=[CH:21][CH:20]=[CH:19][CH:18]=3)[C:14]([C:12]3[C:11]([Cl:23])=[CH:10][N:9]=[C:8]([Cl:7])[N:13]=3)=[CH:15]2)(=[O:32])=[O:31])[CH:29]=[CH:28][CH:27]=[CH:26][CH:25]=1. The yield is 0.460. (4) The reactants are [F:1][C:2]1[CH:3]=[C:4]([NH:9][C:10]([C:12]2[CH:13]=[C:14]([S:19](Cl)(=[O:21])=[O:20])[CH:15]=[CH:16][C:17]=2[F:18])=[O:11])[CH:5]=[CH:6][C:7]=1[F:8].CCN(CC)CC.[C:30]([NH2:35])([CH2:33][CH3:34])([CH3:32])[CH3:31]. The catalyst is C(Cl)Cl. The product is [F:1][C:2]1[CH:3]=[C:4]([NH:9][C:10](=[O:11])[C:12]2[CH:13]=[C:14]([S:19](=[O:21])(=[O:20])[NH:35][C:30]([CH2:33][CH3:34])([CH3:32])[CH3:31])[CH:15]=[CH:16][C:17]=2[F:18])[CH:5]=[CH:6][C:7]=1[F:8]. The yield is 0.760. (5) The reactants are B.[F:2][C:3]1[CH:11]=[CH:10][CH:9]=[C:5]([C:6](O)=[O:7])[C:4]=1[C:12](O)=[O:13]. The catalyst is O1CCCC1. The product is [F:2][C:3]1[C:4]([CH2:12][OH:13])=[C:5]([CH2:6][OH:7])[CH:9]=[CH:10][CH:11]=1. The yield is 0.990. (6) The reactants are [CH3:1][C@H:2]([NH:5][CH2:6][CH2:7][CH2:8][NH:9][C:10](=[O:16])[O:11][C:12]([CH3:15])([CH3:14])[CH3:13])[C:3]#[CH:4].[C:17](O[C:17]([O:19][C:20]([CH3:23])([CH3:22])[CH3:21])=[O:18])([O:19][C:20]([CH3:23])([CH3:22])[CH3:21])=[O:18].C([O-])(O)=O.[Na+]. The catalyst is C(Cl)Cl. The product is [CH3:1][C@H:2]([N:5]([CH2:6][CH2:7][CH2:8][NH:9][C:10]([O:11][C:12]([CH3:15])([CH3:14])[CH3:13])=[O:16])[C:17](=[O:18])[O:19][C:20]([CH3:23])([CH3:22])[CH3:21])[C:3]#[CH:4]. The yield is 0.860. (7) The reactants are [H-].[Na+].[Cl:3][C:4]1[N:9]=[CH:8][C:7]([C:10]2[NH:14][C:13]([C@@H:15]3[CH2:19][CH2:18][CH2:17][N:16]3[C:20]([O:22][C:23]([CH3:26])([CH3:25])[CH3:24])=[O:21])=[N:12][CH:11]=2)=[CH:6][N:5]=1.[CH3:27][Si:28]([CH2:31][CH2:32][O:33][CH2:34]Cl)([CH3:30])[CH3:29]. The catalyst is CN(C=O)C. The product is [Cl:3][C:4]1[N:9]=[CH:8][C:7]([C:10]2[N:14]([CH2:34][O:33][CH2:32][CH2:31][Si:28]([CH3:30])([CH3:29])[CH3:27])[C:13]([C@@H:15]3[CH2:19][CH2:18][CH2:17][N:16]3[C:20]([O:22][C:23]([CH3:26])([CH3:25])[CH3:24])=[O:21])=[N:12][CH:11]=2)=[CH:6][N:5]=1. The yield is 0.850.